This data is from Reaction yield outcomes from USPTO patents with 853,638 reactions. The task is: Predict the reaction yield, written as a fraction of the theoretical maximum amount of product (1.0 means a 100% yield; for example, 0.34 means a 34% yield). The reactants are [O:1]1[CH2:6][CH2:5][N:4]([C:7]2[N:12]=[C:11]([N:13]3[CH2:18][CH2:17][O:16][CH2:15][CH2:14]3)[N:10]=[C:9]([C:19]3[CH:24]=[CH:23][C:22]([NH:25][C:26](=[O:37])[NH:27][C:28]4[CH:36]=[CH:35][C:31]([C:32](O)=[O:33])=[CH:30][CH:29]=4)=[CH:21][CH:20]=3)[N:8]=2)[CH2:3][CH2:2]1.CCN(C(C)C)C(C)C.CN(C(O[N:55]1N=N[C:57]2[CH:58]=[CH:59][CH:60]=[CH:61][C:56]1=2)=[N+](C)C)C.F[P-](F)(F)(F)(F)F.N1C=CC=CC=1CN. The catalyst is CN1C(=O)CCC1. The product is [O:1]1[CH2:6][CH2:5][N:4]([C:7]2[N:12]=[C:11]([N:13]3[CH2:14][CH2:15][O:16][CH2:17][CH2:18]3)[N:10]=[C:9]([C:19]3[CH:24]=[CH:23][C:22]([NH:25][C:26]([NH:27][C:28]4[CH:29]=[CH:30][C:31]([C:32](=[O:33])[CH2:61][C:60]5[CH:59]=[CH:58][CH:57]=[CH:56][N:55]=5)=[CH:35][CH:36]=4)=[O:37])=[CH:21][CH:20]=3)[N:8]=2)[CH2:3][CH2:2]1. The yield is 0.150.